Binary Classification. Given a T-cell receptor sequence (or CDR3 region) and an epitope sequence, predict whether binding occurs between them. From a dataset of TCR-epitope binding with 47,182 pairs between 192 epitopes and 23,139 TCRs. (1) The epitope is MPASWVMRI. The TCR CDR3 sequence is CASSLSAGGYNEQFF. Result: 0 (the TCR does not bind to the epitope). (2) The epitope is RAKFKQLL. The TCR CDR3 sequence is CASSLGGGNNEQFF. Result: 1 (the TCR binds to the epitope).